Dataset: Peptide-MHC class II binding affinity with 134,281 pairs from IEDB. Task: Regression. Given a peptide amino acid sequence and an MHC pseudo amino acid sequence, predict their binding affinity value. This is MHC class II binding data. (1) The peptide sequence is FERLAITKGKVDPTD. The MHC is DRB3_0101 with pseudo-sequence DRB3_0101. The binding affinity (normalized) is 0.285. (2) The peptide sequence is AFKVAATAHNAAPAN. The MHC is HLA-DPA10103-DPB10301 with pseudo-sequence HLA-DPA10103-DPB10301. The binding affinity (normalized) is 0.532. (3) The peptide sequence is TKQQVFIQSEDPPVL. The MHC is HLA-DQA10101-DQB10501 with pseudo-sequence HLA-DQA10101-DQB10501. The binding affinity (normalized) is 0.263. (4) The peptide sequence is TDAATLAQEAGNFER. The MHC is DRB1_0701 with pseudo-sequence DRB1_0701. The binding affinity (normalized) is 0.169. (5) The peptide sequence is VTSAPDTRPAP. The MHC is DRB4_0101 with pseudo-sequence DRB4_0103. The binding affinity (normalized) is 0. (6) The peptide sequence is NDKFTVFEGAFNKAI. The MHC is HLA-DQA10101-DQB10501 with pseudo-sequence HLA-DQA10101-DQB10501. The binding affinity (normalized) is 0.248. (7) The peptide sequence is KCIAWEKAQHGA. The MHC is DRB1_0101 with pseudo-sequence DRB1_0101. The binding affinity (normalized) is 0.780.